The task is: Predict the reactants needed to synthesize the given product.. This data is from Full USPTO retrosynthesis dataset with 1.9M reactions from patents (1976-2016). (1) Given the product [CH3:15][S:1][C:2]1[O:3][C:4]2[CH:10]=[CH:9][C:8]([S:11]([NH2:14])(=[O:12])=[O:13])=[CH:7][C:5]=2[N:6]=1, predict the reactants needed to synthesize it. The reactants are: [SH:1][C:2]1[O:3][C:4]2[CH:10]=[CH:9][C:8]([S:11]([NH2:14])(=[O:13])=[O:12])=[CH:7][C:5]=2[N:6]=1.[C:15]([O-])([O-])=O.[K+].[K+].CI. (2) Given the product [CH3:18][CH:17]([N:13]1[C:14]2[C:10](=[CH:9][C:8]([C:26]3[CH:25]=[CH:24][C:23]([F:22])=[C:28]([F:29])[C:27]=3[F:30])=[CH:16][CH:15]=2)[C:11]([CH:20]=[O:21])=[CH:12]1)[CH3:19], predict the reactants needed to synthesize it. The reactants are: C(=O)([O-])[O-].[Na+].[Na+].Br[C:8]1[CH:9]=[C:10]2[C:14](=[CH:15][CH:16]=1)[N:13]([CH:17]([CH3:19])[CH3:18])[CH:12]=[C:11]2[CH:20]=[O:21].[F:22][C:23]1[C:28]([F:29])=[C:27]([F:30])[CH:26]=[CH:25][C:24]=1B(O)O. (3) Given the product [C:55]([NH:59][C:6]([N:8]1[CH2:13][CH:12]=[C:11]([C:14]2[NH:23][C:17]3[N:18]=[CH:19][N:20]=[C:21]([NH:38][C:27]4[CH:28]=[C:29]([N:31]5[CH2:36][CH2:35][N:34]([CH3:37])[CH2:33][CH2:32]5)[CH:30]=[C:25]([Cl:24])[CH:26]=4)[C:16]=3[CH:15]=2)[CH2:10][CH2:9]1)=[O:7])([CH3:58])([CH3:57])[CH3:56], predict the reactants needed to synthesize it. The reactants are: C(O[C:6]([N:8]1[CH2:13][CH:12]=[C:11]([C:14]2[NH:23][C:17]3[N:18]=[CH:19][N:20]=[C:21](Cl)[C:16]=3[CH:15]=2)[CH2:10][CH2:9]1)=[O:7])(C)(C)C.[Cl:24][C:25]1[CH:26]=[C:27]([NH2:38])[CH:28]=[C:29]([N:31]2[CH2:36][CH2:35][N:34]([CH3:37])[CH2:33][CH2:32]2)[CH:30]=1.FC(F)(F)C(O)=O.C(N(CC)C(C)C)(C)C.[C:55]([N:59]=C=O)([CH3:58])([CH3:57])[CH3:56]. (4) Given the product [NH2:15][CH:16]([C:24]1[CH:25]=[CH:26][C:27]([Br:30])=[CH:28][CH:29]=1)[CH2:17][C:18]([OH:20])=[O:19], predict the reactants needed to synthesize it. The reactants are: P([O-])([O-])([O-])=O.[K+].[K+].[K+].COC(C)(C)C.[NH2:15][CH:16]([C:24]1[CH:29]=[CH:28][C:27]([Br:30])=[CH:26][CH:25]=1)[CH2:17][C:18]([O:20]CCC)=[O:19]. (5) Given the product [CH2:9]([N:16]1[C:25]2[C:20](=[CH:21][C:22]([F:26])=[CH:23][CH:24]=2)[C:19]([N:27]2[CH2:32][CH2:31][N:30]([C:6]([C:2]3[O:1][CH:5]=[CH:4][CH:3]=3)=[O:7])[CH2:29][CH2:28]2)=[C:18]([C:33]#[N:34])[C:17]1=[O:35])[C:10]1[CH:15]=[CH:14][CH:13]=[CH:12][CH:11]=1, predict the reactants needed to synthesize it. The reactants are: [O:1]1[CH:5]=[CH:4][CH:3]=[C:2]1[C:6](Cl)=[O:7].[CH2:9]([N:16]1[C:25]2[C:20](=[CH:21][C:22]([F:26])=[CH:23][CH:24]=2)[C:19]([N:27]2[CH2:32][CH2:31][NH:30][CH2:29][CH2:28]2)=[C:18]([C:33]#[N:34])[C:17]1=[O:35])[C:10]1[CH:15]=[CH:14][CH:13]=[CH:12][CH:11]=1. (6) Given the product [CH:1]1([CH:7]([NH:23][C:24]2[CH:33]=[CH:32][C:27]([C:28]([OH:30])=[O:29])=[CH:26][CH:25]=2)[C:8]2[CH:12]=[C:11]([C:13]([CH:15]3[CH2:16][CH2:17][CH2:18][CH2:19][CH2:20]3)=[O:14])[S:10][C:9]=2[CH2:21][CH3:22])[CH2:6][CH2:5][CH2:4][CH2:3][CH2:2]1, predict the reactants needed to synthesize it. The reactants are: [CH:1]1([CH:7]([NH:23][C:24]2[CH:33]=[CH:32][C:27]([C:28]([O:30]C)=[O:29])=[CH:26][CH:25]=2)[C:8]2[CH:12]=[C:11]([C:13]([CH:15]3[CH2:20][CH2:19][CH2:18][CH2:17][CH2:16]3)=[O:14])[S:10][C:9]=2[CH2:21][CH3:22])[CH2:6][CH2:5][CH2:4][CH2:3][CH2:2]1.O1CCCC1.[OH-].[Na+]. (7) Given the product [Cl:50][C:49]1[CH:48]=[CH:47][C:46]([CH2:51][N:52]([CH2:53][CH3:54])[C:61]([C:57]2[NH:56][CH:60]=[CH:59][CH:58]=2)=[O:63])=[C:45]([F:55])[C:44]=1[O:43][C:41]1[CH:40]=[C:37]([C:38]#[N:39])[CH:36]=[C:35]([Cl:34])[CH:42]=1, predict the reactants needed to synthesize it. The reactants are: CCN(C(C)C)C(C)C.CN(C(ON1N=NC2C=CC=NC1=2)=[N+](C)C)C.F[P-](F)(F)(F)(F)F.[Cl:34][C:35]1[CH:36]=[C:37]([CH:40]=[C:41]([O:43][C:44]2[C:49]([Cl:50])=[CH:48][CH:47]=[C:46]([CH2:51][NH:52][CH2:53][CH3:54])[C:45]=2[F:55])[CH:42]=1)[C:38]#[N:39].[NH:56]1[CH:60]=[CH:59][CH:58]=[C:57]1[C:61]([OH:63])=O.C([O-])(O)=O.[Na+]. (8) Given the product [OH:15][C:10]1([C:16]#[C:17][C:18]2[CH:23]=[CH:22][CH:21]=[CH:20][C:19]=2[C:24]([F:25])([F:26])[F:27])[C:11]([CH3:13])([CH3:14])[CH2:12][C:4](=[O:3])[CH:8]=[C:9]1[CH3:28], predict the reactants needed to synthesize it. The reactants are: CC1C(C)O[C:4]2([CH2:12][C:11]([CH3:14])([CH3:13])[C:10]([C:16]#[C:17][C:18]3[CH:23]=[CH:22][CH:21]=[CH:20][C:19]=3[C:24]([F:27])([F:26])[F:25])([OH:15])[C:9]([CH3:28])=[CH:8]2)[O:3]1.O. (9) Given the product [Br:3][C:4]1[CH:9]=[N:8][CH:7]=[C:6]([C:10]([O:13][CH3:15])([CH3:11])[CH3:12])[CH:5]=1, predict the reactants needed to synthesize it. The reactants are: [H-].[Na+].[Br:3][C:4]1[CH:5]=[C:6]([C:10]([OH:13])([CH3:12])[CH3:11])[CH:7]=[N:8][CH:9]=1.I[CH3:15]. (10) Given the product [O:17]=[C:16]1[NH:15][N:14]=[C:13]([CH2:18][CH2:19][CH3:20])/[C:12]/1=[C:4]1/[NH:5][C:6]2[C:11]([C:2]([C:30]3[CH:31]=[C:26]([NH:25][S:22]([CH3:21])(=[O:23])=[O:24])[CH:27]=[CH:28][CH:29]=3)=[CH:3]/1)=[CH:10][CH:9]=[CH:8][CH:7]=2, predict the reactants needed to synthesize it. The reactants are: Cl[C:2]1[C:11]2[C:6](=[CH:7][CH:8]=[CH:9][CH:10]=2)[NH:5]/[C:4](=[C:12]2/[C:13]([CH2:18][CH2:19][CH3:20])=[N:14][NH:15][C:16]/2=[O:17])/[CH:3]=1.[CH3:21][S:22]([NH:25][C:26]1[CH:27]=[C:28](B(O)O)[CH:29]=[CH:30][CH:31]=1)(=[O:24])=[O:23].